Dataset: Full USPTO retrosynthesis dataset with 1.9M reactions from patents (1976-2016). Task: Predict the reactants needed to synthesize the given product. (1) Given the product [Cl:1][C:2]1[CH:7]=[CH:6][C:5]([CH2:8][C:9]2[C:18]3[C:13](=[CH:14][CH:15]=[CH:16][CH:17]=3)[C:12](=[O:19])[N:11]([CH2:20][C@H:21]3[CH2:25][CH2:24][CH2:23][N:22]3[CH2:26][CH2:27][CH2:28][CH2:29][C:30]3[CH:31]=[CH:32][C:33]([OH:36])=[CH:34][CH:35]=3)[N:10]=2)=[CH:4][CH:3]=1, predict the reactants needed to synthesize it. The reactants are: [Cl:1][C:2]1[CH:7]=[CH:6][C:5]([CH2:8][C:9]2[C:18]3[C:13](=[CH:14][CH:15]=[CH:16][CH:17]=3)[C:12](=[O:19])[N:11]([CH2:20][C@H:21]3[CH2:25][CH2:24][CH2:23][N:22]3[CH2:26][CH2:27][CH2:28][CH2:29][C:30]3[CH:35]=[CH:34][C:33]([O:36]C)=[CH:32][CH:31]=3)[N:10]=2)=[CH:4][CH:3]=1.B(Br)(Br)Br. (2) Given the product [F:1][C:2]([F:18])([F:19])[CH2:3][CH2:4][C@@H:5]([C:11]1[CH:16]=[CH:15][CH:14]=[C:13]([OH:17])[CH:12]=1)[CH2:6][C:7]([O:9][CH2:10][CH3:21])=[O:8].[F:37][C:38]([F:48])([F:49])[CH2:39][CH2:40][C@H:41]([C:23]1[CH:24]=[CH:25][CH:26]=[C:21]([OH:20])[CH:22]=1)[CH2:42][C:43]([O:45][CH2:46][CH3:47])=[O:44], predict the reactants needed to synthesize it. The reactants are: [F:1][C:2]([F:19])([F:18])[CH2:3][CH2:4][C@@H:5]([C:11]1[CH:16]=[CH:15][CH:14]=[C:13]([OH:17])[CH:12]=1)[CH2:6][C:7]([O:9][CH3:10])=[O:8].[OH:20][C:21]1[CH:22]=[C:23](B(O)O)[CH:24]=[CH:25][CH:26]=1.O1CCOCC1.O.[F:37][C:38]([F:49])([F:48])[CH2:39][CH2:40]/[CH:41]=[CH:42]/[C:43]([O:45][CH2:46][CH3:47])=[O:44]. (3) Given the product [OH:24][C@@H:5]1[CH:4]2[CH:3]([C@H:12]2[C:11]([O:14][CH2:18][CH3:19])=[O:13])[C:8](=[O:10])[CH2:6]1, predict the reactants needed to synthesize it. The reactants are: CC[CH:3]([C:8]([O-:10])=O)[CH2:4][CH2:5][CH2:6]C.[C:11]([O-:14])(=[O:13])[CH3:12].[Na+].[I-].[Na+].[C:18](O)(=O)[CH3:19].CC(C)=[O:24]. (4) Given the product [F:1][C:2]1[CH:7]=[CH:6][C:5]([NH:8][C:9]2[C:10]3[C:17]([CH3:18])=[C:16]([C:19]4[NH:30][N:29]=[N:28][N:20]=4)[S:15][C:11]=3[N:12]=[CH:13][N:14]=2)=[C:4]([O:21][CH:22]2[CH2:23][CH2:24][O:25][CH2:26][CH2:27]2)[CH:3]=1, predict the reactants needed to synthesize it. The reactants are: [F:1][C:2]1[CH:7]=[CH:6][C:5]([NH:8][C:9]2[C:10]3[C:17]([CH3:18])=[C:16]([C:19]#[N:20])[S:15][C:11]=3[N:12]=[CH:13][N:14]=2)=[C:4]([O:21][CH:22]2[CH2:27][CH2:26][O:25][CH2:24][CH2:23]2)[CH:3]=1.[N-:28]=[N+:29]=[N-:30].[Na+].[Cl-].[NH4+]. (5) Given the product [C:30]([C:27]1[CH:26]=[CH:25][C:24]([S:21]([N:18]2[CH2:19][CH2:20][N:15]([CH2:14][CH:11]3[CH2:12][CH2:13][NH:8][CH2:9][CH2:10]3)[C:16](=[O:36])[CH2:17]2)(=[O:23])=[O:22])=[CH:29][CH:28]=1)#[CH:31], predict the reactants needed to synthesize it. The reactants are: C(OC([N:8]1[CH2:13][CH2:12][CH:11]([CH2:14][N:15]2[CH2:20][CH2:19][N:18]([S:21]([C:24]3[CH:29]=[CH:28][C:27]([C:30]#[C:31][Si](C)(C)C)=[CH:26][CH:25]=3)(=[O:23])=[O:22])[CH2:17][C:16]2=[O:36])[CH2:10][CH2:9]1)=O)(C)(C)C.FC(F)(F)C(O)=O. (6) Given the product [NH:1]1[CH2:2][CH2:3][N:32]=[C:31]1[C:33]1[CH:34]=[CH:35][C:36]([CH2:37][CH2:38][NH2:39])=[CH:47][CH:48]=1, predict the reactants needed to synthesize it. The reactants are: [N:1]1C=CC(N2CCC3(CCNCC3)C2)=[CH:3][CH:2]=1.P12(SP3(SP(SP(S3)(S1)=S)(=S)S2)=S)=S.[C:31]([C:33]1[CH:48]=[CH:47][C:36]([CH2:37][CH2:38][NH:39]C(=O)OC(C)(C)C)=[CH:35][CH:34]=1)#[N:32].C(N)CN. (7) The reactants are: Br[CH:2]([CH3:9])[C:3](=O)[C:4]([O:6][CH3:7])=[O:5].[CH:10]1([N:13]([CH:35]2[CH2:37][CH2:36]2)[C:14]([C:16]2[N:32]([CH2:33][CH3:34])[C:19]3=[N:20][C:21]([NH:28][C:29]([NH2:31])=[S:30])=[C:22]4[N:26]=[CH:25][N:24]([CH3:27])[C:23]4=[C:18]3[CH:17]=2)=[O:15])[CH2:12][CH2:11]1. Given the product [CH:35]1([N:13]([CH:10]2[CH2:11][CH2:12]2)[C:14]([C:16]2[N:32]([CH2:33][CH3:34])[C:19]3=[N:20][C:21]([NH:28][C:29]4[S:30][C:2]([CH3:9])=[C:3]([C:4]([O:6][CH3:7])=[O:5])[N:31]=4)=[C:22]4[N:26]=[CH:25][N:24]([CH3:27])[C:23]4=[C:18]3[CH:17]=2)=[O:15])[CH2:36][CH2:37]1, predict the reactants needed to synthesize it.